From a dataset of Reaction yield outcomes from USPTO patents with 853,638 reactions. Predict the reaction yield, written as a fraction of the theoretical maximum amount of product (1.0 means a 100% yield; for example, 0.34 means a 34% yield). (1) The reactants are [Cl:1][C:2]1[CH:3]=[C:4]([CH2:9][CH2:10][O:11][CH2:12][C:13]([NH:15][C:16]([C:18]2[C:23](Cl)=[N:22][CH:21]=[CH:20][N:19]=2)=[O:17])=[NH:14])[CH:5]=[CH:6][C:7]=1[F:8].C([O-])([O-])=O.[K+].[K+].O.Cl. The catalyst is CN(C=O)C. The product is [Cl:1][C:2]1[CH:3]=[C:4]([CH2:9][CH2:10][O:11][CH2:12][C:13]2[NH:15][C:16](=[O:17])[C:18]3[C:23](=[N:22][CH:21]=[CH:20][N:19]=3)[N:14]=2)[CH:5]=[CH:6][C:7]=1[F:8]. The yield is 0.450. (2) The reactants are [CH3:1][O:2][C:3]1[CH:4]=[CH:5][C:6]([N+:10]([O-:12])=[O:11])=[C:7]([CH:9]=1)[NH2:8].[C:13](O[C:13]([O:15][C:16]([CH3:19])([CH3:18])[CH3:17])=[O:14])([O:15][C:16]([CH3:19])([CH3:18])[CH3:17])=[O:14].N1C=CC=CC=1.CCCCCC. The catalyst is O1CCCC1.CN(C)C1C=CN=CC=1. The product is [C:16]([O:15][C:13]([NH:8][C:7]1[CH:9]=[C:3]([O:2][CH3:1])[CH:4]=[CH:5][C:6]=1[N+:10]([O-:12])=[O:11])=[O:14])([CH3:19])([CH3:18])[CH3:17]. The yield is 0.490. (3) The reactants are Br.C1(C)C=C(C)C=C(C)C=1S([N:13]([CH2:15][CH2:16][CH2:17][CH2:18][CH2:19][N:20](S(C1C(C)=CC(C)=CC=1C)(=O)=O)[CH2:21][CH2:22][CH2:23][CH2:24][CH2:25][N:26](S(C1C(C)=CC(C)=CC=1C)(=O)=O)[CH3:27])[CH3:14])(=O)=O.C1(O)C=CC=CC=1.C(Cl)[Cl:61]. The yield is 0.760. No catalyst specified. The product is [ClH:61].[ClH:61].[ClH:61].[CH3:27][NH:26][CH2:25][CH2:24][CH2:23][CH2:22][CH2:21][NH:20][CH2:19][CH2:18][CH2:17][CH2:16][CH2:15][NH:13][CH3:14].